Dataset: Catalyst prediction with 721,799 reactions and 888 catalyst types from USPTO. Task: Predict which catalyst facilitates the given reaction. Reactant: [N+:1]([CH3:4])([O-:3])=[O:2].[OH-].[Na+].[S:7]1[CH:11]=[CH:10][C:9]([CH:12]=O)=[CH:8]1.Cl. Product: [N+:1](/[CH:4]=[CH:12]/[C:9]1[CH:10]=[CH:11][S:7][CH:8]=1)([O-:3])=[O:2]. The catalyst class is: 8.